From a dataset of Catalyst prediction with 721,799 reactions and 888 catalyst types from USPTO. Predict which catalyst facilitates the given reaction. (1) Product: [F:26][C:23]1[C:24]2[CH:25]=[C:5]3[C:4]4[N:3]=[C:2]([C:37]5[C:38]([N:40]([CH3:45])[S:41]([CH3:44])(=[O:43])=[O:42])=[CH:39][C:34]6[O:33][C:32]([C:55]7[CH:56]=[N:57][C:58]([CH3:61])=[CH:59][CH:60]=7)=[C:31]([C:29]([NH:28][CH3:27])=[O:30])[C:35]=6[CH:36]=5)[CH:11]=[CH:10][C:9]=4[CH2:8][CH:7]([CH2:12][CH2:13][N:14]4[CH2:17][CH:16]([F:18])[CH2:15]4)[N:6]3[C:19]=2[CH:20]=[CH:21][CH:22]=1. Reactant: Cl[C:2]1[CH:11]=[CH:10][C:9]2[CH2:8][CH:7]([CH2:12][CH2:13][N:14]3[CH2:17][CH:16]([F:18])[CH2:15]3)[N:6]3[C:19]4[CH:20]=[CH:21][CH:22]=[C:23]([F:26])[C:24]=4[CH:25]=[C:5]3[C:4]=2[N:3]=1.[CH3:27][NH:28][C:29]([C:31]1[C:35]2[CH:36]=[C:37](B3OC(C)(C)C(C)(C)O3)[C:38]([N:40]([CH3:45])[S:41]([CH3:44])(=[O:43])=[O:42])=[CH:39][C:34]=2[O:33][C:32]=1[C:55]1[CH:56]=[N:57][C:58]([CH3:61])=[CH:59][CH:60]=1)=[O:30].C([O-])([O-])=O.[K+].[K+].CC(C1C=C(C(C)C)C(C2C=CC=CC=2P(C2CCCCC2)C2CCCCC2)=C(C(C)C)C=1)C. The catalyst class is: 333. (2) Reactant: [CH2:1]([O:8][C:9]1[CH:13]=[C:12]([CH2:14][CH2:15][C:16]([O:18]CC)=[O:17])[N:11]([CH2:21][C:22]2[CH:27]=[CH:26][C:25]([Cl:28])=[CH:24][C:23]=2[Cl:29])[N:10]=1)[C:2]1[CH:7]=[CH:6][CH:5]=[CH:4][CH:3]=1.[OH-].[Na+].O1CCCC1. Product: [CH2:1]([O:8][C:9]1[CH:13]=[C:12]([CH2:14][CH2:15][C:16]([OH:18])=[O:17])[N:11]([CH2:21][C:22]2[CH:27]=[CH:26][C:25]([Cl:28])=[CH:24][C:23]=2[Cl:29])[N:10]=1)[C:2]1[CH:3]=[CH:4][CH:5]=[CH:6][CH:7]=1. The catalyst class is: 8. (3) Reactant: [NH2:1][C:2]([C:4]1[CH:8]=[C:7]([C:9]2[C:14]([F:15])=[CH:13][C:12]([C:16]([OH:19])([CH3:18])[CH3:17])=[CH:11][C:10]=2[F:20])[S:6][C:5]=1[NH:21][C:22]1[N:27]=[C:26]([C@@:28]2([OH:45])[CH2:33][CH2:32][N:31](C(OCC3C=CC=CC=3)=O)[CH2:30][C@@H:29]2[OH:44])[CH:25]=[CH:24][CH:23]=1)=[O:3].[H][H]. Product: [F:15][C:14]1[CH:13]=[C:12]([C:16]([OH:19])([CH3:18])[CH3:17])[CH:11]=[C:10]([F:20])[C:9]=1[C:7]1[S:6][C:5]([NH:21][C:22]2[CH:23]=[CH:24][CH:25]=[C:26]([C@@:28]3([OH:45])[CH2:33][CH2:32][NH:31][CH2:30][C@@H:29]3[OH:44])[N:27]=2)=[C:4]([C:2]([NH2:1])=[O:3])[CH:8]=1. The catalyst class is: 19. (4) Reactant: C[Si]([N-][Si](C)(C)C)(C)C.[Li+].[C:11]([C@@H:15]1[N:19]([C:20]2[CH:25]=[C:24]([Cl:26])[CH:23]=[C:22]([Cl:27])[CH:21]=2)[C:18](=[O:28])[C@@H:17]([CH3:29])[N:16]1[C:30](=[O:35])[C:31]([F:34])([F:33])[F:32])([CH3:14])([CH3:13])[CH3:12].[F:36][C:37]([F:48])([F:47])[O:38][C:39]1[CH:46]=[CH:45][C:42]([CH2:43]Br)=[CH:41][CH:40]=1. Product: [C:11]([C@@H:15]1[N:19]([C:20]2[CH:21]=[C:22]([Cl:27])[CH:23]=[C:24]([Cl:26])[CH:25]=2)[C:18](=[O:28])[C@@:17]([CH3:29])([CH2:43][C:42]2[CH:45]=[CH:46][C:39]([O:38][C:37]([F:48])([F:47])[F:36])=[CH:40][CH:41]=2)[N:16]1[C:30](=[O:35])[C:31]([F:33])([F:34])[F:32])([CH3:12])([CH3:13])[CH3:14]. The catalyst class is: 1. (5) Reactant: [CH2:1]([O:4][C:5]([N:7]1[CH2:11][C@H:10]([OH:12])[CH2:9][C@H:8]1[CH2:13][OH:14])=[O:6])[CH:2]=[CH2:3].[CH3:15][C:16]([Si:19](Cl)([CH3:21])[CH3:20])([CH3:18])[CH3:17].C1CCN2C(=NCCC2)CC1. Product: [CH2:1]([O:4][C:5]([N:7]1[CH2:11][C@H:10]([OH:12])[CH2:9][C@H:8]1[CH2:13][O:14][Si:19]([C:16]([CH3:18])([CH3:17])[CH3:15])([CH3:21])[CH3:20])=[O:6])[CH:2]=[CH2:3]. The catalyst class is: 91. (6) Reactant: [Cl:1][C:2]1[CH:8]=[C:7]([O:9][C:10]2[C:19]3[C:14](=[CH:15][C:16]([O:22][CH3:23])=[C:17]([O:20][CH3:21])[CH:18]=3)[N:13]=[CH:12][CH:11]=2)[CH:6]=[CH:5][C:3]=1[NH2:4].C(N(CC)CC)C.ClC(Cl)(O[C:35](=[O:41])OC(Cl)(Cl)Cl)Cl.[CH2:43]([N:45]([C:49]1[CH:54]=[CH:53][CH:52]=[C:51]([CH3:55])[CH:50]=1)[CH2:46][CH2:47][NH2:48])[CH3:44]. Product: [Cl:1][C:2]1[CH:8]=[C:7]([O:9][C:10]2[C:19]3[C:14](=[CH:15][C:16]([O:22][CH3:23])=[C:17]([O:20][CH3:21])[CH:18]=3)[N:13]=[CH:12][CH:11]=2)[CH:6]=[CH:5][C:3]=1[NH:4][C:35]([NH:48][CH2:47][CH2:46][N:45]([CH2:43][CH3:44])[C:49]1[CH:54]=[CH:53][CH:52]=[C:51]([CH3:55])[CH:50]=1)=[O:41]. The catalyst class is: 146.